Dataset: Full USPTO retrosynthesis dataset with 1.9M reactions from patents (1976-2016). Task: Predict the reactants needed to synthesize the given product. (1) Given the product [CH3:1][O:2][C:3]1[CH:8]=[C:7]([O:9][CH3:10])[CH:6]=[CH:5][C:4]=1[CH2:11][CH2:12][C:13]1[CH:14]=[C:15]([CH:25]=[C:26]([O:28][C@@H:29]([CH3:33])[CH2:30][O:31][CH3:32])[CH:27]=1)[C:16]([NH:18][C:19]1[CH:24]=[N:23][CH:22]=[CH:21][N:20]=1)=[O:17], predict the reactants needed to synthesize it. The reactants are: [CH3:1][O:2][C:3]1[CH:8]=[C:7]([O:9][CH3:10])[CH:6]=[CH:5][C:4]=1[CH:11]=[CH:12][C:13]1[CH:14]=[C:15]([CH:25]=[C:26]([O:28][C@@H:29]([CH3:33])[CH2:30][O:31][CH3:32])[CH:27]=1)[C:16]([NH:18][C:19]1[CH:24]=[N:23][CH:22]=[CH:21][N:20]=1)=[O:17].[H][H]. (2) Given the product [N:35]1[CH:36]=[CH:37][CH:38]=[C:33]([NH:30][C:31]([N:10]2[CH2:11][CH2:12][C:13]3[C:18](=[CH:17][CH:16]=[CH:15][CH:14]=3)[CH:9]2[C:6]2[CH:5]=[CH:4][C:3]([C:2]([F:1])([F:19])[F:20])=[CH:8][CH:7]=2)=[O:32])[CH:34]=1, predict the reactants needed to synthesize it. The reactants are: [F:1][C:2]([F:20])([F:19])[C:3]1[CH:8]=[CH:7][C:6]([CH:9]2[C:18]3[C:13](=[CH:14][CH:15]=[CH:16][CH:17]=3)[CH2:12][CH2:11][NH:10]2)=[CH:5][CH:4]=1.CCN(C(C)C)C(C)C.[N:30]([C:33]1[CH:34]=[N:35][CH:36]=[CH:37][CH:38]=1)=[C:31]=[O:32]. (3) Given the product [CH3:1][C@@H:2]1[CH2:7][N:6]([CH:8]2[C:14]3[CH:15]=[CH:16][CH:17]=[CH:18][C:13]=3[CH2:12][CH2:11][CH2:10][CH2:9]2)[CH2:5][CH2:4][N:3]1[CH2:19][C:20]([OH:22])=[O:21], predict the reactants needed to synthesize it. The reactants are: [CH3:1][C@@H:2]1[CH2:7][N:6]([CH:8]2[C:14]3[CH:15]=[CH:16][CH:17]=[CH:18][C:13]=3[CH2:12][CH2:11][CH2:10][CH2:9]2)[CH2:5][CH2:4][N:3]1[CH2:19][C:20]([O:22]C)=[O:21].O.[OH-].[Li+].C(Cl)Cl.C(Cl)Cl.CO. (4) Given the product [F:1][C:2]1[CH:16]=[CH:15][C:5]([O:6][C:7]2[CH:8]=[CH:9][C:10]([CH2:13][CH2:20][N+:17]([O-:19])=[O:18])=[CH:11][N:12]=2)=[CH:4][CH:3]=1, predict the reactants needed to synthesize it. The reactants are: [F:1][C:2]1[CH:16]=[CH:15][C:5]([O:6][C:7]2[N:12]=[CH:11][C:10]([CH:13]=O)=[CH:9][CH:8]=2)=[CH:4][CH:3]=1.[N+:17]([CH3:20])([O-:19])=[O:18].C([O-])(=O)C.[NH4+].[BH4-].[Na+]. (5) Given the product [C:1]([O:5][C:6]1[CH:11]=[C:10]([C:12]2[C:20]3[C:15](=[N:16][CH:17]=[CH:18][CH:19]=3)[NH:14][CH:13]=2)[CH:9]=[C:8]([C:32]2[CH:37]=[CH:36][CH:35]=[CH:34][CH:33]=2)[N:7]=1)([CH3:4])([CH3:3])[CH3:2], predict the reactants needed to synthesize it. The reactants are: [C:1]([O:5][C:6]1[CH:11]=[C:10]([C:12]2[C:20]3[C:15](=[N:16][CH:17]=[CH:18][CH:19]=3)[NH:14][CH:13]=2)[CH:9]=[C:8](Cl)[N:7]=1)([CH3:4])([CH3:3])[CH3:2].C(COC)OC.C(O)C.O.[C:32]1(B(O)O)[CH:37]=[CH:36][CH:35]=[CH:34][CH:33]=1.C(=O)([O-])[O-].[Na+].[Na+]. (6) Given the product [CH3:1][O:2][C:3]([CH3:32])([CH3:31])[CH2:4][CH2:5][C:6]1[CH:19]=[CH:18][C:17]2[O:16][C:15]3[C:10](=[CH:11][C:12]([C:20]4[CH:25]=[N:24][CH:23]=[N:22][CH:21]=4)=[CH:13][CH:14]=3)[C@@:9]3([CH2:29][O:28][C:27]([NH2:30])=[N:26]3)[C:8]=2[CH:7]=1, predict the reactants needed to synthesize it. The reactants are: [CH3:1][O:2][C:3]([CH3:32])([CH3:31])[C:4]#[C:5][C:6]1[CH:19]=[CH:18][C:17]2[O:16][C:15]3[C:10](=[CH:11][C:12]([C:20]4[CH:21]=[N:22][CH:23]=[N:24][CH:25]=4)=[CH:13][CH:14]=3)[C@@:9]3([CH2:29][O:28][C:27]([NH2:30])=[N:26]3)[C:8]=2[CH:7]=1. (7) Given the product [CH3:16][N:2]([CH2:3][C:4]1[N:8]2[CH:9]=[C:10]([NH2:13])[CH:11]=[CH:12][C:7]2=[N:6][N:5]=1)[CH3:1], predict the reactants needed to synthesize it. The reactants are: [CH3:1][N:2]([CH3:16])[CH2:3][C:4]1[N:8]2[CH:9]=[C:10]([N+:13]([O-])=O)[CH:11]=[CH:12][C:7]2=[N:6][N:5]=1.C(O)C. (8) Given the product [CH3:31][S:28]([N:25]1[CH2:24][CH2:23][N:22]([C:19]2[CH:18]=[CH:17][C:16]([CH:11]3[CH2:10][CH:9]4[NH:8][CH:13]([CH2:14][CH2:15]4)[CH2:12]3)=[CH:21][CH:20]=2)[CH2:27][CH2:26]1)(=[O:29])=[O:30], predict the reactants needed to synthesize it. The reactants are: C(OC([N:8]1[CH:13]2[CH2:14][CH2:15][CH:9]1[CH2:10][CH:11]([C:16]1[CH:21]=[CH:20][C:19]([N:22]3[CH2:27][CH2:26][N:25]([S:28]([CH3:31])(=[O:30])=[O:29])[CH2:24][CH2:23]3)=[CH:18][CH:17]=1)[CH2:12]2)=O)(C)(C)C.Cl.O1CCOCC1. (9) Given the product [C:38]([NH:42][C:43](=[O:51])[CH2:44][N:45]1[CH2:46][CH2:47][N:48]([C:27]([N:9]2[C@H:10]([C:20]3[CH:25]=[CH:24][C:23]([Cl:26])=[CH:22][CH:21]=3)[C@H:11]([C:13]3[CH:14]=[CH:15][C:16]([Cl:19])=[CH:17][CH:18]=3)[N:12]=[C:8]2[C:6]2[CH:7]=[C:2]([Cl:1])[C:3]([C:33]([C:36]#[N:37])([CH3:34])[CH3:35])=[CH:4][C:5]=2[O:30][CH2:31][CH3:32])=[O:28])[CH2:49][CH2:50]1)([CH3:41])([CH3:39])[CH3:40], predict the reactants needed to synthesize it. The reactants are: [Cl:1][C:2]1[C:3]([C:33]([C:36]#[N:37])([CH3:35])[CH3:34])=[CH:4][C:5]([O:30][CH2:31][CH3:32])=[C:6]([C:8]2[N:9]([C:27](Cl)=[O:28])[C@H:10]([C:20]3[CH:25]=[CH:24][C:23]([Cl:26])=[CH:22][CH:21]=3)[C@H:11]([C:13]3[CH:18]=[CH:17][C:16]([Cl:19])=[CH:15][CH:14]=3)[N:12]=2)[CH:7]=1.[C:38]([NH:42][C:43](=[O:51])[CH2:44][N:45]1[CH2:50][CH2:49][NH:48][CH2:47][CH2:46]1)([CH3:41])([CH3:40])[CH3:39].